The task is: Predict the reactants needed to synthesize the given product.. This data is from Full USPTO retrosynthesis dataset with 1.9M reactions from patents (1976-2016). (1) Given the product [NH2:5][C:4]1[C:3]2[C:2](=[CH:9][CH:8]=[CH:7][C:6]=2[CH2:10][CH2:11][CH:12]2[CH2:17][CH2:16][CH2:15][CH2:14][CH2:13]2)[N:1]=[C:19]([CH2:20][C:21]([O:23][CH2:24][CH3:25])=[O:22])[C:26]=1[C:27]([O:29][CH2:30][CH3:31])=[O:28], predict the reactants needed to synthesize it. The reactants are: [NH2:1][C:2]1[CH:9]=[CH:8][CH:7]=[C:6]([CH2:10][CH2:11][CH:12]2[CH2:17][CH2:16][CH2:15][CH2:14][CH2:13]2)[C:3]=1[C:4]#[N:5].O=[C:19]([CH2:26][C:27]([O:29][CH2:30][CH3:31])=[O:28])[CH2:20][C:21]([O:23][CH2:24][CH3:25])=[O:22]. (2) The reactants are: Br[C:2]1[C:3]([CH3:9])=[C:4]([CH:6]=[CH:7][CH:8]=1)[NH2:5].[F:10][C:11]([F:22])([F:21])[C:12]1[CH:17]=[CH:16][C:15](B(O)O)=[CH:14][CH:13]=1.C(=O)([O-])[O-].[Na+].[Na+]. Given the product [CH3:9][C:3]1[C:4]([NH2:5])=[CH:6][CH:7]=[CH:8][C:2]=1[C:15]1[CH:16]=[CH:17][C:12]([C:11]([F:22])([F:21])[F:10])=[CH:13][CH:14]=1, predict the reactants needed to synthesize it. (3) Given the product [CH:9]1([C:7]2[O:8][C:4]3[C:5](=[C:12]([C:15]#[N:16])[C:13]([CH3:14])=[C:2]([C:23]4[S:24][CH:25]=[CH:26][N:27]=4)[C:3]=3[F:17])[N:6]=2)[CH2:11][CH2:10]1, predict the reactants needed to synthesize it. The reactants are: Br[C:2]1[C:3]([F:17])=[C:4]2[O:8][C:7]([CH:9]3[CH2:11][CH2:10]3)=[N:6][C:5]2=[C:12]([C:15]#[N:16])[C:13]=1[CH3:14].C([Sn](CCCC)(CCCC)[C:23]1[S:24][CH:25]=[CH:26][N:27]=1)CCC. (4) Given the product [F:17][C:18]([F:27])([F:28])[C:19]1[CH:24]=[CH:23][CH:22]=[CH:21][C:20]=1[CH2:25][NH:26][C:14]([CH:11]1[CH2:10][CH2:9][NH:8][CH2:13][CH2:12]1)=[O:16], predict the reactants needed to synthesize it. The reactants are: CC(OC([N:8]1[CH2:13][CH2:12][CH:11]([C:14]([OH:16])=O)[CH2:10][CH2:9]1)=O)(C)C.[F:17][C:18]([F:28])([F:27])[C:19]1[CH:24]=[CH:23][CH:22]=[CH:21][C:20]=1[CH2:25][NH2:26].C(N(C(C)C)CC)(C)C.CCN=C=NCCCN(C)C. (5) Given the product [CH2:1]([N:8]1[CH2:9][CH2:10][C:11](=[CH:14][C:15]([OH:17])=[O:16])[CH2:12][CH2:13]1)[C:2]1[CH:3]=[CH:4][CH:5]=[CH:6][CH:7]=1, predict the reactants needed to synthesize it. The reactants are: [CH2:1]([N:8]1[CH2:13][CH2:12][C:11](=[CH:14][C:15]([O:17]CC)=[O:16])[CH2:10][CH2:9]1)[C:2]1[CH:7]=[CH:6][CH:5]=[CH:4][CH:3]=1.[Li+].[OH-]. (6) Given the product [CH:30]([CH:33]1[CH2:38][CH2:37][CH:36]([N:8]2[CH2:11][CH:10]([NH:12][C:13](=[O:29])[CH2:14][NH:15][C:16]3[C:20]4[CH:21]=[C:22]([C:25]([F:27])([F:26])[F:28])[CH:23]=[CH:24][C:19]=4[O:18][N:17]=3)[CH2:9]2)[CH2:35][CH2:34]1)([CH3:32])[CH3:31], predict the reactants needed to synthesize it. The reactants are: OC(C(F)(F)F)=O.[NH:8]1[CH2:11][CH:10]([NH:12][C:13](=[O:29])[CH2:14][NH:15][C:16]2[C:20]3[CH:21]=[C:22]([C:25]([F:28])([F:27])[F:26])[CH:23]=[CH:24][C:19]=3[O:18][N:17]=2)[CH2:9]1.[CH:30]([CH:33]1[CH2:38][CH2:37][C:36](=O)[CH2:35][CH2:34]1)([CH3:32])[CH3:31]. (7) Given the product [S:1]1[C:5]2[CH:6]=[CH:7][CH:8]=[CH:9][C:4]=2[N:3]=[C:2]1[CH2:10][C:11]([NH2:12])=[O:14], predict the reactants needed to synthesize it. The reactants are: [S:1]1[C:5]2[CH:6]=[CH:7][CH:8]=[CH:9][C:4]=2[N:3]=[C:2]1[CH2:10][C:11]#[N:12].S(=O)(=O)(O)[OH:14].